Dataset: Full USPTO retrosynthesis dataset with 1.9M reactions from patents (1976-2016). Task: Predict the reactants needed to synthesize the given product. (1) Given the product [Br:8][CH2:18][C:15]1[S:14][C:13]([C:11]([O:10][CH3:9])=[O:12])=[CH:17][CH:16]=1, predict the reactants needed to synthesize it. The reactants are: C1C(=O)N([Br:8])C(=O)C1.[CH3:9][O:10][C:11]([C:13]1[S:14][C:15]([CH3:18])=[CH:16][CH:17]=1)=[O:12]. (2) Given the product [F:1][C:2]1[CH:3]=[CH:4][C:5]([CH2:6][N:7]2[CH2:12][CH2:11][N:10]([C:13]([CH2:15][O:16][C:17]3[CH:22]=[CH:21][C:20]([Cl:23])=[CH:19][CH:18]=3)=[O:14])[CH2:9][CH:8]2[CH2:24][CH:25]([O:32][CH3:37])[C:26]2[CH:27]=[CH:28][CH:29]=[CH:30][CH:31]=2)=[CH:33][CH:34]=1, predict the reactants needed to synthesize it. The reactants are: [F:1][C:2]1[CH:34]=[CH:33][C:5]([CH2:6][N:7]2[CH2:12][CH2:11][N:10]([C:13]([CH2:15][O:16][C:17]3[CH:22]=[CH:21][C:20]([Cl:23])=[CH:19][CH:18]=3)=[O:14])[CH2:9][CH:8]2[CH2:24][CH:25]([OH:32])[C:26]2[CH:31]=[CH:30][CH:29]=[CH:28][CH:27]=2)=[CH:4][CH:3]=1.[H-].[Na+].[CH3:37]I. (3) Given the product [F:43][C:40]([F:42])([F:41])[C:38]1[CH:39]=[C:34]([C:57]2[S:61][C:60]([C:62]3([OH:66])[CH2:65][CH2:64][CH2:63]3)=[N:59][CH:58]=2)[CH:35]=[C:36]([NH:44][C:45]2[N:50]=[C:49]([C:51]([F:52])([F:54])[F:53])[CH:48]=[CH:47][N:46]=2)[CH:37]=1, predict the reactants needed to synthesize it. The reactants are: C(P(C12CC3CC(CC(C3)C1)C2)C12CC3CC(CC(C3)C1)C2)CCC.CC1(C)C(C)(C)OB([C:34]2[CH:35]=[C:36]([NH:44][C:45]3[N:50]=[C:49]([C:51]([F:54])([F:53])[F:52])[CH:48]=[CH:47][N:46]=3)[CH:37]=[C:38]([C:40]([F:43])([F:42])[F:41])[CH:39]=2)O1.Br[C:57]1[S:61][C:60]([C:62]2([OH:66])[CH2:65][CH2:64][CH2:63]2)=[N:59][CH:58]=1.[F-].[K+].